From a dataset of Buchwald-Hartwig C-N cross coupling reaction yields with 55,370 reactions. Predict the reaction yield, written as a fraction of the theoretical maximum amount of product (1.0 means a 100% yield; for example, 0.34 means a 34% yield). (1) The reactants are CCc1ccc(I)cc1.Cc1ccc(N)cc1.O=S(=O)(O[Pd]1c2ccccc2-c2ccccc2N~1)C(F)(F)F.CC(C)c1cc(C(C)C)c(-c2ccccc2P(C2CCCCC2)C2CCCCC2)c(C(C)C)c1.CN(C)C(=NC(C)(C)C)N(C)C.CCOC(=O)c1ccon1. No catalyst specified. The product is CCc1ccc(Nc2ccc(C)cc2)cc1. The yield is 0.422. (2) No catalyst specified. The yield is 0.284. The reactants are CCc1ccc(Br)cc1.Cc1ccc(N)cc1.O=S(=O)(O[Pd]1c2ccccc2-c2ccccc2N~1)C(F)(F)F.COc1ccc(OC)c(P([C@]23C[C@H]4C[C@H](C[C@H](C4)C2)C3)[C@]23C[C@H]4C[C@H](C[C@H](C4)C2)C3)c1-c1c(C(C)C)cc(C(C)C)cc1C(C)C.CN(C)C(=NC(C)(C)C)N(C)C.c1ccc2oncc2c1. The product is CCc1ccc(Nc2ccc(C)cc2)cc1.